From a dataset of Forward reaction prediction with 1.9M reactions from USPTO patents (1976-2016). Predict the product of the given reaction. (1) The product is: [CH:32]1([C@@H:38]([NH:40][C:8]([C:5]2[S:4][C:3]([NH2:2])=[N:7][CH:6]=2)=[O:10])[CH3:39])[CH2:37][CH2:36][CH2:35][CH2:34][CH2:33]1. Given the reactants Cl.[NH2:2][C:3]1[S:4][C:5]([C:8]([OH:10])=O)=[CH:6][N:7]=1.ON1C2C=CC=CC=2N=N1.CCN=C=NCCCN(C)C.[CH:32]1([C@@H:38]([NH2:40])[CH3:39])[CH2:37][CH2:36][CH2:35][CH2:34][CH2:33]1.C(=O)(O)[O-].[Na+], predict the reaction product. (2) The product is: [Cl:1][C:2]1[CH:3]=[C:4]([N:17]([C:28]2[CH:33]=[CH:32][C:31]([F:34])=[CH:30][C:29]=2[CH3:35])[C:18]([O:20][CH:21]([O:23][C:24](=[O:27])[CH2:25][CH2:26][O:39][CH3:37])[CH3:22])=[O:19])[CH:5]=[CH:6][C:7]=1[C:8](=[O:16])[C:9]1[CH:14]=[CH:13][CH:12]=[CH:11][C:10]=1[CH3:15]. Given the reactants [Cl:1][C:2]1[CH:3]=[C:4]([N:17]([C:28]2[CH:33]=[CH:32][C:31]([F:34])=[CH:30][C:29]=2[CH3:35])[C:18]([O:20][CH:21]([O:23][C:24](=[O:27])[CH2:25][CH3:26])[CH3:22])=[O:19])[CH:5]=[CH:6][C:7]=1[C:8](=[O:16])[C:9]1[CH:14]=[CH:13][CH:12]=[CH:11][C:10]=1[CH3:15].Cl[CH:37]([O:39]C(=O)N(C1C=CC(C(=O)C2C=CC=CC=2C)=C(Cl)C=1)C1C=CC(F)=CC=1C)C.COCCC([O-])=O.C([N+](CCCC)(CCCC)CCCC)CCC, predict the reaction product. (3) Given the reactants C(N(CC)CC)C.[O:8]1[CH:12]=[CH:11][CH:10]=[C:9]1[CH2:13][OH:14].[Br:15][CH:16]([CH3:20])[C:17](Br)=[O:18], predict the reaction product. The product is: [Br:15][CH:16]([CH3:20])[C:17]([O:14][CH2:13][C:9]1[O:8][CH:12]=[CH:11][CH:10]=1)=[O:18].